From a dataset of Full USPTO retrosynthesis dataset with 1.9M reactions from patents (1976-2016). Predict the reactants needed to synthesize the given product. (1) Given the product [F:20][C:19]1[C:2]([C:22]#[C:21][C@:23]2([OH:30])[CH2:27][CH2:26][N:25]([CH3:28])[C:24]2=[O:29])=[CH:3][C:4]2[C:10]3[S:11][C:12]([C:14]([O:16][CH3:17])=[O:15])=[CH:13][C:9]=3[CH2:8][CH2:7][O:6][C:5]=2[CH:18]=1, predict the reactants needed to synthesize it. The reactants are: Br[C:2]1[C:19]([F:20])=[CH:18][C:5]2[O:6][CH2:7][CH2:8][C:9]3[CH:13]=[C:12]([C:14]([O:16][CH3:17])=[O:15])[S:11][C:10]=3[C:4]=2[CH:3]=1.[C:21]([C@:23]1([OH:30])[CH2:27][CH2:26][N:25]([CH3:28])[C:24]1=[O:29])#[CH:22]. (2) Given the product [S:28]1[C:29]2[CH:35]=[CH:34][CH:33]=[CH:32][C:30]=2[N:31]=[C:27]1[N:15]1[CH2:16][CH2:17][CH:12]([N:5]2[C:6]3=[N:7][CH:8]=[CH:9][N:10]=[C:11]3[C:3]([CH3:19])([CH3:2])[C:4]2=[O:18])[CH2:13][CH2:14]1, predict the reactants needed to synthesize it. The reactants are: Cl.[CH3:2][C:3]1([CH3:19])[C:11]2[C:6](=[N:7][CH:8]=[CH:9][N:10]=2)[N:5]([CH:12]2[CH2:17][CH2:16][NH:15][CH2:14][CH2:13]2)[C:4]1=[O:18].C(=O)([O-])[O-].[K+].[K+].Cl[C:27]1[S:28][C:29]2[CH:35]=[CH:34][CH:33]=[CH:32][C:30]=2[N:31]=1.O. (3) Given the product [C:22]([NH:21][S:18]([C:4]1[CH:5]=[CH:6][C:7]2[N:8]([C:9]3[CH:10]=[CH:11][C:12]([CH2:15][CH2:16][Cl:17])=[CH:13][CH:14]=3)[C:26]([CH2:27][CH3:28])=[N:1][C:2]=2[CH:3]=1)(=[O:19])=[O:20])([CH3:25])([CH3:24])[CH3:23], predict the reactants needed to synthesize it. The reactants are: [NH2:1][C:2]1[CH:3]=[C:4]([S:18]([NH:21][C:22]([CH3:25])([CH3:24])[CH3:23])(=[O:20])=[O:19])[CH:5]=[CH:6][C:7]=1[NH:8][C:9]1[CH:14]=[CH:13][C:12]([CH2:15][CH2:16][Cl:17])=[CH:11][CH:10]=1.[C:26](Cl)(=O)[CH2:27][CH3:28]. (4) Given the product [CH3:1][O:2][C:3]([C:5]1[CH:6]=[C:7]([C:27]2[CH:28]=[CH:29][C:30]([C:33]([F:34])([F:36])[F:35])=[CH:31][CH:32]=2)[C:8]([O:11][CH2:12][CH2:13][CH2:14][O:15][NH2:16])=[CH:9][CH:10]=1)=[O:4], predict the reactants needed to synthesize it. The reactants are: [CH3:1][O:2][C:3]([C:5]1[CH:6]=[C:7]([C:27]2[CH:32]=[CH:31][C:30]([C:33]([F:36])([F:35])[F:34])=[CH:29][CH:28]=2)[C:8]([O:11][CH2:12][CH2:13][CH2:14][O:15][N:16]2C(=O)C3C(=CC=CC=3)C2=O)=[CH:9][CH:10]=1)=[O:4].CNN. (5) Given the product [Cl:1][C:2]1[CH:9]=[C:8]2[C:5]([CH:6]=[N:20][C:21]([NH2:23])=[N:22]2)=[C:4]([F:11])[CH:3]=1, predict the reactants needed to synthesize it. The reactants are: [Cl:1][C:2]1[CH:9]=[C:8](F)[C:5]([CH:6]=O)=[C:4]([F:11])[CH:3]=1.C(=O)(O)O.C(=O)(O)O.[NH2:20][C:21]([NH2:23])=[NH:22].O. (6) Given the product [CH:15]([CH:10]1[C:11](=[O:14])[CH2:12][CH2:13][N:8]([CH2:7][C:6]2[CH:28]=[C:2]([N:1]3[C:36]([CH3:37])=[CH:35][CH:31]=[C:32]3[CH3:34])[CH:3]=[CH:4][C:5]=2[O:29][CH3:30])[CH2:9]1)([C:22]1[CH:27]=[CH:26][CH:25]=[CH:24][CH:23]=1)[C:16]1[CH:21]=[CH:20][CH:19]=[CH:18][CH:17]=1, predict the reactants needed to synthesize it. The reactants are: [NH2:1][C:2]1[CH:3]=[CH:4][C:5]([O:29][CH3:30])=[C:6]([CH:28]=1)[CH2:7][N:8]1[CH2:13][CH2:12][C:11](=[O:14])[CH:10]([CH:15]([C:22]2[CH:27]=[CH:26][CH:25]=[CH:24][CH:23]=2)[C:16]2[CH:21]=[CH:20][CH:19]=[CH:18][CH:17]=2)[CH2:9]1.[CH2:31]([CH2:35][C:36](=O)[CH3:37])[C:32]([CH3:34])=O.C([O-])(=O)C.[Na+].C(=O)([O-])O.[Na+]. (7) Given the product [CH2:35]([NH:34][C:32](=[O:33])[NH:31][C:27]1[N:26]=[CH:25][N:24]=[C:23]2[C:28]=1[N:29]=[CH:30][N:22]2[CH:8]1[CH:9]2[O:10][CH:11](/[CH:14]=[CH:15]/[C:16]3[CH:21]=[CH:20][CH:19]=[CH:18][CH:17]=3)[O:12][CH:13]2[CH:6]([CH2:5][CH2:4][C:3]([OH:37])=[O:2])[O:7]1)[CH3:36], predict the reactants needed to synthesize it. The reactants are: C[O:2][C:3](=[O:37])[CH2:4][CH2:5][CH:6]1[CH:13]2[CH:9]([O:10][CH:11](/[CH:14]=[CH:15]/[C:16]3[CH:21]=[CH:20][CH:19]=[CH:18][CH:17]=3)[O:12]2)[CH:8]([N:22]2[CH:30]=[N:29][C:28]3[C:23]2=[N:24][CH:25]=[N:26][C:27]=3[NH:31][C:32]([NH:34][CH2:35][CH3:36])=[O:33])[O:7]1.O.[OH-].[Li+].C(O)(=O)C. (8) Given the product [CH3:25][C:8]1([CH3:26])[C:3]2[C:2](=[N:7][CH:6]=[CH:5][N:4]=2)[N:11]([CH:12]2[CH2:17][CH2:16][N:15]([C:18]([O:20][C:21]([CH3:24])([CH3:23])[CH3:22])=[O:19])[CH2:14][CH2:13]2)[C:9]1=[O:10], predict the reactants needed to synthesize it. The reactants are: Cl[C:2]1[C:3]([C:8]([CH3:26])([CH3:25])[C:9]([NH:11][CH:12]2[CH2:17][CH2:16][N:15]([C:18]([O:20][C:21]([CH3:24])([CH3:23])[CH3:22])=[O:19])[CH2:14][CH2:13]2)=[O:10])=[N:4][CH:5]=[CH:6][N:7]=1.C(=O)([O-])[O-].[Cs+].[Cs+].O. (9) Given the product [CH3:29][O:28][C:25]1[CH:24]=[CH:23][C:22]([CH:21]([NH:20][C:16]2[N:15]=[C:14]([Cl:38])[N:13]=[C:12]3[C:17]=2[N:18]=[CH:19][N:11]3[C@@H:9]2[CH2:10][C@H:6]([N:40]([C:41]([O:43][C:44]([CH3:47])([CH3:46])[CH3:45])=[O:42])[C:48]([O:50][C:51]([CH3:52])([CH3:53])[CH3:54])=[O:49])[CH:7]=[CH:8]2)[C:30]2[CH:31]=[CH:32][C:33]([O:36][CH3:37])=[CH:34][CH:35]=2)=[CH:27][CH:26]=1, predict the reactants needed to synthesize it. The reactants are: C(OC(=O)O[C@H:6]1[CH2:10][C@@H:9]([N:11]2[CH:19]=[N:18][C:17]3[C:12]2=[N:13][C:14]([Cl:38])=[N:15][C:16]=3[NH:20][CH:21]([C:30]2[CH:35]=[CH:34][C:33]([O:36][CH3:37])=[CH:32][CH:31]=2)[C:22]2[CH:27]=[CH:26][C:25]([O:28][CH3:29])=[CH:24][CH:23]=2)[CH:8]=[CH:7]1)C.[NH:40]([C:48]([O:50][C:51]([CH3:54])([CH3:53])[CH3:52])=[O:49])[C:41]([O:43][C:44]([CH3:47])([CH3:46])[CH3:45])=[O:42].C1(P(C2C=CC=CC=2)C2C=CC=CC=2)C=CC=CC=1.